This data is from Peptide-MHC class I binding affinity with 185,985 pairs from IEDB/IMGT. The task is: Regression. Given a peptide amino acid sequence and an MHC pseudo amino acid sequence, predict their binding affinity value. This is MHC class I binding data. (1) The peptide sequence is KSTDVAKTF. The MHC is HLA-B58:02 with pseudo-sequence HLA-B58:02. The binding affinity (normalized) is 0. (2) The peptide sequence is WENGFKVVL. The MHC is HLA-B40:01 with pseudo-sequence HLA-B40:01. The binding affinity (normalized) is 0.872. (3) The peptide sequence is GENQLYHFA. The MHC is HLA-B44:02 with pseudo-sequence HLA-B44:02. The binding affinity (normalized) is 0.762. (4) The peptide sequence is SDYLELDTI. The MHC is Patr-B2401 with pseudo-sequence Patr-B2401. The binding affinity (normalized) is 0.751. (5) The peptide sequence is FVNRYGVAY. The MHC is HLA-B15:01 with pseudo-sequence HLA-B15:01. The binding affinity (normalized) is 0.564. (6) The peptide sequence is PLLPIFFCL. The binding affinity (normalized) is 0.565. The MHC is HLA-A02:01 with pseudo-sequence HLA-A02:01. (7) The MHC is HLA-A02:02 with pseudo-sequence HLA-A02:02. The binding affinity (normalized) is 0.326. The peptide sequence is IVNNFITKEI. (8) The peptide sequence is RLFRSPQVK. The binding affinity (normalized) is 0.587. The MHC is HLA-A03:01 with pseudo-sequence HLA-A03:01. (9) The peptide sequence is PIYSHTERDK. The MHC is HLA-A68:01 with pseudo-sequence HLA-A68:01. The binding affinity (normalized) is 0.118.